Dataset: Forward reaction prediction with 1.9M reactions from USPTO patents (1976-2016). Task: Predict the product of the given reaction. (1) Given the reactants Br[CH2:2][C:3]([C:5]1[CH:10]=[CH:9][CH:8]=[CH:7][N:6]=1)=O.[CH:11]([O:14][C:15]1[CH:23]=[CH:22][C:18]([C:19]([NH2:21])=[O:20])=[CH:17][C:16]=1[NH:24][C:25]([NH2:27])=[S:26])([CH3:13])[CH3:12], predict the reaction product. The product is: [CH:11]([O:14][C:15]1[CH:23]=[CH:22][C:18]([C:19]([NH2:21])=[O:20])=[CH:17][C:16]=1[NH:24][C:25]1[S:26][CH:2]=[C:3]([C:5]2[CH:10]=[CH:9][CH:8]=[CH:7][N:6]=2)[N:27]=1)([CH3:13])[CH3:12]. (2) Given the reactants Br[CH2:2][C:3]1[CH:8]=[CH:7][C:6]([S:9]([CH3:12])(=[O:11])=[O:10])=[CH:5][C:4]=1[Cl:13].[CH2:14]([O:16][C:17](=[O:22])[CH2:18][C:19](=[O:21])[CH3:20])[CH3:15], predict the reaction product. The product is: [CH2:14]([O:16][C:17](=[O:22])[CH:18]([CH2:2][C:3]1[CH:8]=[CH:7][C:6]([S:9]([CH3:12])(=[O:11])=[O:10])=[CH:5][C:4]=1[Cl:13])[C:19](=[O:21])[CH3:20])[CH3:15]. (3) Given the reactants C(N(CC)CC)C.Cl.[NH2:9][C:10]1[CH:11]=[N:12][C:13]2[C:18]([C:19]=1[OH:20])=[CH:17][CH:16]=[C:15]([F:21])[CH:14]=2.[C:22](Cl)(=[O:26])[CH2:23][CH2:24][CH3:25].C(=O)(O)[O-].[Na+], predict the reaction product. The product is: [F:21][C:15]1[CH:14]=[C:13]2[C:18]([C:19]([OH:20])=[C:10]([NH:9][C:22](=[O:26])[CH2:23][CH2:24][CH3:25])[CH:11]=[N:12]2)=[CH:17][CH:16]=1. (4) Given the reactants [Cl:1][C:2]1[CH:3]=[C:4]([N:23]([CH2:41][CH3:42])[C@H:24]2[CH2:29][CH2:28][C@H:27]([N:30]([CH2:32][C:33]3[CH:38]=[CH:37][C:36]([O:39][CH3:40])=[CH:35][CH:34]=3)[CH3:31])[CH2:26][CH2:25]2)[C:5]([CH3:22])=[C:6]([CH:21]=1)[C:7]([NH:9][CH2:10][C:11]1[C:12]([O:19]C)=[N:13][N:14]([CH2:17][CH3:18])[C:15]=1[CH3:16])=[O:8].C(=O)(O)[O-].[Na+], predict the reaction product. The product is: [Cl:1][C:2]1[CH:3]=[C:4]([N:23]([CH2:41][CH3:42])[C@H:24]2[CH2:25][CH2:26][C@H:27]([N:30]([CH2:32][C:33]3[CH:38]=[CH:37][C:36]([O:39][CH3:40])=[CH:35][CH:34]=3)[CH3:31])[CH2:28][CH2:29]2)[C:5]([CH3:22])=[C:6]([CH:21]=1)[C:7]([NH:9][CH2:10][C:11]1[C:12](=[O:19])[NH:13][N:14]([CH2:17][CH3:18])[C:15]=1[CH3:16])=[O:8]. (5) Given the reactants CC1C=CC(S(O[CH2:12][CH:13]2[CH2:17][C:16]3[CH:18]=[C:19]([C:23]4[CH:28]=[CH:27][CH:26]=[CH:25][C:24]=4[Cl:29])[CH:20]=[C:21]([F:22])[C:15]=3[O:14]2)(=O)=O)=CC=1.[CH3:30][NH2:31], predict the reaction product. The product is: [F:22][C:21]1[C:15]2[O:14][CH:13]([CH2:12][NH:31][CH3:30])[CH2:17][C:16]=2[CH:18]=[C:19]([C:23]2[CH:28]=[CH:27][CH:26]=[CH:25][C:24]=2[Cl:29])[CH:20]=1. (6) Given the reactants [CH3:1][CH:2]1[C:10]2[C:5](=[N:6][CH:7]=[CH:8][CH:9]=2)[N:4]([C:11]([O:13][C:14]([CH3:17])([CH3:16])[CH3:15])=[O:12])[CH:3]1[C:18]([O:20]CC)=[O:19].C1COCC1.[Li+].[OH-].OS([O-])(=O)=O.[K+], predict the reaction product. The product is: [C:14]([O:13][C:11]([N:4]1[C:5]2=[N:6][CH:7]=[CH:8][CH:9]=[C:10]2[CH:2]([CH3:1])[CH:3]1[C:18]([OH:20])=[O:19])=[O:12])([CH3:15])([CH3:16])[CH3:17]. (7) Given the reactants Cl.[Cl:2][C:3]1[CH:4]=[C:5]([CH:21]=[CH:22][C:23]=1[Cl:24])[CH:6]=[CH:7][C:8]1=[N:9][CH2:10][CH2:11][N:12]([CH3:20])[C:13]2[CH:18]=[CH:17][C:16](N)=[CH:15][C:14]1=2.[N:25]1C=CC=[CH:27][CH:26]=1.CS(Cl)(=O)=[O:33], predict the reaction product. The product is: [ClH:2].[Cl:2][C:3]1[CH:4]=[C:5]([CH:21]=[CH:22][C:23]=1[Cl:24])[CH:6]=[CH:7][C:8]1=[N:9][CH2:10][CH2:11][N:12]([CH3:20])[C:13]2[CH:18]=[CH:17][C:16]([CH2:27][C:26]([NH2:25])=[O:33])=[CH:15][C:14]1=2.